Predict which catalyst facilitates the given reaction. From a dataset of Catalyst prediction with 721,799 reactions and 888 catalyst types from USPTO. (1) Product: [Cl:15][C:3]1[CH:4]=[C:5]([CH:13]=[CH:14][C:2]=1[B:16]1[O:20][C:19]([CH3:22])([CH3:21])[C:18]([CH3:24])([CH3:23])[O:17]1)[CH2:6][N:7]([CH3:12])[S:8]([CH3:11])(=[O:10])=[O:9]. The catalyst class is: 873. Reactant: Br[C:2]1[CH:14]=[CH:13][C:5]([CH2:6][N:7]([CH3:12])[S:8]([CH3:11])(=[O:10])=[O:9])=[CH:4][C:3]=1[Cl:15].[B:16]1([B:16]2[O:20][C:19]([CH3:22])([CH3:21])[C:18]([CH3:24])([CH3:23])[O:17]2)[O:20][C:19]([CH3:22])([CH3:21])[C:18]([CH3:24])([CH3:23])[O:17]1.C([O-])(=O)C.[K+]. (2) Reactant: [CH3:1][O:2][C:3]1[CH:4]=[CH:5][C:6]2[C:7]([CH3:18])([CH3:17])[C:8]3[C:13]([NH:14][C:15]=2[CH:16]=1)=[CH:12][CH:11]=[CH:10][CH:9]=3.Br[C:20]1[CH:25]=[CH:24][CH:23]=[CH:22][N:21]=1.CC(P(C(C)(C)C)C1C(C2C=CC=CC=2)=CC=CC=1)(C)C.C(O[Na])(C)(C)C.N#N. Product: [CH3:1][O:2][C:3]1[CH:4]=[CH:5][C:6]2[C:7]([CH3:18])([CH3:17])[C:8]3[C:13]([N:14]([C:20]4[CH:25]=[CH:24][CH:23]=[CH:22][N:21]=4)[C:15]=2[CH:16]=1)=[CH:12][CH:11]=[CH:10][CH:9]=3. The catalyst class is: 101. (3) Reactant: [NH2:1][C:2]([CH:4]1[CH2:9][CH2:8][NH:7][CH2:6][CH2:5]1)=[O:3].C(N(CC)CC)C.[C:17]1([S:27](Cl)(=[O:29])=[O:28])[C:26]2[C:21](=[CH:22][CH:23]=[CH:24][CH:25]=2)[CH:20]=[CH:19][CH:18]=1. Product: [NH2:1][C:2]([CH:4]1[CH2:9][CH2:8][N:7]([S:27]([C:17]2[C:26]3[C:21](=[CH:22][CH:23]=[CH:24][CH:25]=3)[CH:20]=[CH:19][CH:18]=2)(=[O:29])=[O:28])[CH2:6][CH2:5]1)=[O:3]. The catalyst class is: 7. (4) Reactant: [F:1][C:2]1[CH:7]=[C:6]([C:8]([F:11])([F:10])[F:9])[C:5]([C:12]2[CH:17]=[CH:16][C:15]([O:18][CH2:19][CH2:20][C:21]([OH:24])([CH3:23])[CH3:22])=[CH:14][CH:13]=2)=[CH:4][C:3]=1[CH2:25][O:26][C:27]1[N:32]=[CH:31][C:30]2[C@@H:33]3[C@@H:36]([C:37]([O:39]CC)=[O:38])[C@@H:34]3[CH2:35][C:29]=2[CH:28]=1.[Li+].[OH-].Cl. Product: [F:1][C:2]1[CH:7]=[C:6]([C:8]([F:11])([F:9])[F:10])[C:5]([C:12]2[CH:17]=[CH:16][C:15]([O:18][CH2:19][CH2:20][C:21]([OH:24])([CH3:22])[CH3:23])=[CH:14][CH:13]=2)=[CH:4][C:3]=1[CH2:25][O:26][C:27]1[N:32]=[CH:31][C:30]2[C@@H:33]3[C@@H:36]([C:37]([OH:39])=[O:38])[C@@H:34]3[CH2:35][C:29]=2[CH:28]=1. The catalyst class is: 88.